This data is from CYP2C9 inhibition data for predicting drug metabolism from PubChem BioAssay. The task is: Regression/Classification. Given a drug SMILES string, predict its absorption, distribution, metabolism, or excretion properties. Task type varies by dataset: regression for continuous measurements (e.g., permeability, clearance, half-life) or binary classification for categorical outcomes (e.g., BBB penetration, CYP inhibition). Dataset: cyp2c9_veith. (1) The drug is N#Cc1cc2[nH]c(=O)c(=O)[nH]c2cc1[N+](=O)[O-]. The result is 0 (non-inhibitor). (2) The molecule is N#Cc1nc(-c2cccs2)oc1NCc1ccccc1. The result is 1 (inhibitor). (3) The compound is O=C(CSc1ccc(Cl)cc1)Nc1ccc(N2CCN(C(=O)c3ccc(Cl)cc3)CC2)cc1. The result is 1 (inhibitor). (4) The molecule is Cc1ccc(-n2nnnc2C(=Cc2ccc(N(C)C)cc2)c2nnnn2-c2ccc(C)cc2)cc1. The result is 1 (inhibitor). (5) The drug is O=C(CC1(O)CCCCC1)OC1CCCC1. The result is 0 (non-inhibitor). (6) The result is 0 (non-inhibitor). The molecule is C(=NC12CN3CN(CN(C3)C1)C2)c1cccnc1. (7) The compound is NC(N)=NC(N)=Nc1ccccc1. The result is 0 (non-inhibitor). (8) The result is 0 (non-inhibitor). The compound is COc1cccc(/C(O)=C2/C(=O)C(=O)N(CCCN3CCOCC3)C2c2ccncc2)c1. (9) The drug is COc1ccc2[nH]cc(CCNc3nc(-c4ccc(N(C)C)cc4)nc4ccccc34)c2c1. The result is 1 (inhibitor). (10) The drug is C/C(=C\c1ccco1)C1C(C#N)=C(N)Oc2n[nH]c(-c3ccccc3)c21. The result is 1 (inhibitor).